This data is from Forward reaction prediction with 1.9M reactions from USPTO patents (1976-2016). The task is: Predict the product of the given reaction. (1) The product is: [Cl:49][C:50]1[CH:55]=[CH:54][CH:53]=[CH:52][C:51]=1[C:56]1([OH:61])[CH2:60][CH2:59][N:58]([C:14]([C:13]2[C:9]([C:6]3[CH:5]=[CH:4][C:3]([O:2][CH3:1])=[CH:8][CH:7]=3)=[N:10][O:11][CH:12]=2)=[O:16])[CH2:57]1. Given the reactants [CH3:1][O:2][C:3]1[CH:8]=[CH:7][C:6]([C:9]2[C:13]([C:14]([OH:16])=O)=[CH:12][O:11][N:10]=2)=[CH:5][CH:4]=1.C(N(C(C)C)C(C)C)C.CN(C(ON1N=NC2C=CC=CC1=2)=[N+](C)C)C.[B-](F)(F)(F)F.Cl.[Cl:49][C:50]1[CH:55]=[CH:54][CH:53]=[CH:52][C:51]=1[C:56]1([OH:61])[CH2:60][CH2:59][NH:58][CH2:57]1, predict the reaction product. (2) Given the reactants [CH3:1][C:2]1[C:11]2[C:6](=[CH:7][CH:8]=[CH:9][CH:10]=2)[C:5]([C:12]([OH:14])=[O:13])=[CH:4][CH:3]=1.[C:15](=O)([O-])[O-].[K+].[K+].CI.CCOC(C)=O, predict the reaction product. The product is: [CH3:15][O:13][C:12]([C:5]1[C:6]2[C:11](=[CH:10][CH:9]=[CH:8][CH:7]=2)[C:2]([CH3:1])=[CH:3][CH:4]=1)=[O:14]. (3) Given the reactants N[C@@](C1C=CC2C(=CC=C(O[C@H]3CC[C@H](C(C)(C)C)CC3)C=2C2C=CC(OC(F)(F)F)=CC=2)C=1)(C)CO.[C:38]([C@H:42]1[CH2:47][CH2:46][C@H:45]([O:48][C:49]2[C:50]([Cl:68])=[C:51]3[C:56](=[C:57]([Cl:60])[C:58]=2[Cl:59])[CH:55]=[C:54]([C@:61]2([CH3:67])[CH2:65][O:64]C(=O)[NH:62]2)[CH:53]=[CH:52]3)[CH2:44][CH2:43]1)([CH3:41])([CH3:40])[CH3:39], predict the reaction product. The product is: [NH2:62][C@@:61]([C:54]1[CH:53]=[CH:52][C:51]2[C:56](=[C:57]([Cl:60])[C:58]([Cl:59])=[C:49]([O:48][C@H:45]3[CH2:46][CH2:47][C@H:42]([C:38]([CH3:40])([CH3:39])[CH3:41])[CH2:43][CH2:44]3)[C:50]=2[Cl:68])[CH:55]=1)([CH3:67])[CH2:65][OH:64]. (4) Given the reactants [F:1][C:2]1[CH:3]=[C:4]([CH2:9][C@@H:10]([C:29]2[C:34]([C:35]3[CH:36]=[CH:37][C:38]([F:44])=[C:39]([CH:43]=3)[C:40]([NH2:42])=[O:41])=[CH:33][CH:32]=[CH:31][N:30]=2)[NH:11][C:12](=[O:28])[CH2:13][N:14]2[C:22]3[CH2:21][C:20](=[O:23])[CH2:19][CH2:18][C:17]=3[C:16]([C:24]([F:27])([F:26])[F:25])=[N:15]2)[CH:5]=[C:6]([F:8])[CH:7]=1.[BH4-].[Na+], predict the reaction product. The product is: [F:8][C:6]1[CH:5]=[C:4]([CH2:9][C@@H:10]([C:29]2[C:34]([C:35]3[CH:36]=[CH:37][C:38]([F:44])=[C:39]([CH:43]=3)[C:40]([NH2:42])=[O:41])=[CH:33][CH:32]=[CH:31][N:30]=2)[NH:11][C:12](=[O:28])[CH2:13][N:14]2[C:22]3[CH2:21][CH:20]([OH:23])[CH2:19][CH2:18][C:17]=3[C:16]([C:24]([F:27])([F:25])[F:26])=[N:15]2)[CH:3]=[C:2]([F:1])[CH:7]=1.